Dataset: Blood-brain barrier permeability classification from the B3DB database. Task: Regression/Classification. Given a drug SMILES string, predict its absorption, distribution, metabolism, or excretion properties. Task type varies by dataset: regression for continuous measurements (e.g., permeability, clearance, half-life) or binary classification for categorical outcomes (e.g., BBB penetration, CYP inhibition). Dataset: b3db_classification. (1) The molecule is CN1C(=O)NC(=O)[C@](C)(C2=CCCCC2)C1=O. The result is 1 (penetrates BBB). (2) The compound is COc1cc2sc(C3CC3)nc2cc1CNC1CCCNC1c1ccccc1. The result is 1 (penetrates BBB). (3) The compound is N[C@@H](C(=O)N[C@@H]1C(=O)N2C(C(=O)O)=C(Cl)CS[C@H]12)c1ccccc1. The result is 0 (does not penetrate BBB). (4) The result is 1 (penetrates BBB). The drug is CCC1(c2ccccc2)C(=O)NCNC1=O. (5) The drug is Cn1nnnc1SCC1=C(C(=O)O)N2C(=O)[C@@H](NC(=O)[C@H](OC=O)c3ccccc3)[C@H]2SC1. The result is 0 (does not penetrate BBB). (6) The drug is CC1CC(OC(=O)C(O)c2ccccc2)CC(C)(C)C1. The result is 0 (does not penetrate BBB). (7) The compound is C[C@@H]1CC2C3CCC4=CC(=O)C=C[C@]4(C)[C@@]3(Cl)[C@@H](O)C[C@]2(C)[C@@]1(OC(=O)c1ccco1)C(=O)CCl. The result is 1 (penetrates BBB).